Task: Predict the product of the given reaction.. Dataset: Forward reaction prediction with 1.9M reactions from USPTO patents (1976-2016) (1) Given the reactants [O:1]1[C:10]2[C:5](=[CH:6][CH:7]=[CH:8][CH:9]=2)[C@H:4]([NH:11][C:12]([C@@H:14]2[CH2:19][N:18]3[CH2:20][C@H:21]([OH:23])[CH2:22][C@@H:17]3[CH2:16][N:15]2C(OC(C)(C)C)=O)=[O:13])[CH2:3][CH2:2]1.C(OCC)(=O)C.[ClH:37], predict the reaction product. The product is: [ClH:37].[ClH:37].[O:1]1[C:10]2[C:5](=[CH:6][CH:7]=[CH:8][CH:9]=2)[C@H:4]([NH:11][C:12]([C@@H:14]2[CH2:19][N:18]3[CH2:20][C@H:21]([OH:23])[CH2:22][C@@H:17]3[CH2:16][NH:15]2)=[O:13])[CH2:3][CH2:2]1. (2) The product is: [F:1][C:2]1[CH:7]=[CH:6][C:5]([CH:8]([C:21]2[CH:22]=[CH:23][C:24]([F:27])=[CH:25][CH:26]=2)[C:9]2[C:17]3[C:12](=[C:13]([CH2:18][S:19]([CH3:20])=[O:40])[CH:14]=[CH:15][CH:16]=3)[NH:11][CH:10]=2)=[C:4]([CH3:28])[CH:3]=1. Given the reactants [F:1][C:2]1[CH:7]=[CH:6][C:5]([CH:8]([C:21]2[CH:26]=[CH:25][C:24]([F:27])=[CH:23][CH:22]=2)[C:9]2[C:17]3[C:12](=[C:13]([CH2:18][S:19][CH3:20])[CH:14]=[CH:15][CH:16]=3)[NH:11][CH:10]=2)=[C:4]([CH3:28])[CH:3]=1.ClCCl.ClC1C=CC=C(C(OO)=[O:40])C=1, predict the reaction product.